This data is from Reaction yield outcomes from USPTO patents with 853,638 reactions. The task is: Predict the reaction yield, written as a fraction of the theoretical maximum amount of product (1.0 means a 100% yield; for example, 0.34 means a 34% yield). The reactants are [CH:1]1([C:4]2[CH:8]=[C:7]([CH2:9][NH:10][C:11]([C:13]3[C:14](=[O:34])[N:15]([C:24]4[CH:29]=[CH:28][CH:27]=[C:26]([C:30]([F:33])([F:32])[F:31])[CH:25]=4)[C:16]([CH3:23])=[C:17]([C:19]#[C:20][CH2:21][OH:22])[CH:18]=3)=[O:12])[O:6][N:5]=2)[CH2:3][CH2:2]1.CC[O:37]C(C)=O. The catalyst is CCO.[Pd]. The product is [CH:1]1([C:4]2[CH:8]=[C:7]([CH2:9][NH:10][C:11]([C:13]3[C:14](=[O:34])[N:15]([C:24]4[CH:29]=[CH:28][CH:27]=[C:26]([C:30]([F:32])([F:33])[F:31])[CH:25]=4)[C:16]([CH3:23])=[C:17]([CH2:19][CH2:20][C:21]([OH:37])=[O:22])[CH:18]=3)=[O:12])[O:6][N:5]=2)[CH2:2][CH2:3]1. The yield is 0.810.